From a dataset of Catalyst prediction with 721,799 reactions and 888 catalyst types from USPTO. Predict which catalyst facilitates the given reaction. (1) Product: [NH2:6][C:5]1[C:4]([CH:1]([CH3:3])[CH3:2])=[CH:10][C:9]([CH:24]=[O:26])=[CH:8][C:7]=1[CH:11]([CH3:13])[CH3:12]. Reactant: [CH:1]([C:4]1[CH:10]=[CH:9][CH:8]=[C:7]([CH:11]([CH3:13])[CH3:12])[C:5]=1[NH2:6])([CH3:3])[CH3:2].C1N2CN3CN(C2)CN1C3.[C:24](O)(=[O:26])C. The catalyst class is: 6. (2) Reactant: O[CH2:2][C:3]1[CH:8]=[CH:7][C:6]([CH2:9][CH2:10][N:11]2[CH:16]=[CH:15][C:14]([O:17][CH2:18][C:19]3[CH:24]=[CH:23][N:22]=[CH:21][CH:20]=3)=[CH:13][C:12]2=[O:25])=[CH:5][CH:4]=1.[CH2:26]([N:28](CC)[CH2:29][CH3:30])[CH3:27].CS(Cl)(=O)=O.N1CCCC1. Product: [N:22]1[CH:21]=[CH:20][C:19]([CH2:18][O:17][C:14]2[CH:15]=[CH:16][N:11]([CH2:10][CH2:9][C:6]3[CH:5]=[CH:4][C:3]([CH2:2][N:28]4[CH2:29][CH2:30][CH2:27][CH2:26]4)=[CH:8][CH:7]=3)[C:12](=[O:25])[CH:13]=2)=[CH:24][CH:23]=1. The catalyst class is: 2. (3) The catalyst class is: 207. Reactant: [NH2:1][CH:2]([CH3:5])[CH2:3][OH:4].[C:6](Cl)([O:8][CH2:9][C:10]1[CH:15]=[CH:14][CH:13]=[CH:12][CH:11]=1)=[O:7].C(N(CC)CC)C. Product: [OH:4][CH2:3][CH:2]([NH:1][C:6](=[O:7])[O:8][CH2:9][C:10]1[CH:15]=[CH:14][CH:13]=[CH:12][CH:11]=1)[CH3:5]. (4) Reactant: [ClH:1].O1CCOCC1.C(O[C:13]([N:15](C)[C@:16]([CH3:25])([C:21]([NH:23][CH3:24])=[O:22])[C:17](=[O:20])[O:18][CH3:19])=O)(C)(C)C. Product: [ClH:1].[CH3:24][NH:23][C:21](=[O:22])[C@:16]([CH3:25])([C:17](=[O:20])[O:18][CH3:19])[NH:15][CH3:13]. The catalyst class is: 12. (5) Reactant: [C:1]1([C:7]2[CH:8]=[C:9]3[C:13](=[CH:14][CH:15]=2)[NH:12][C:11](=[O:16])[CH2:10]3)[CH:6]=[CH:5][CH:4]=[CH:3][CH:2]=1.[Cl:17][C:18]1[CH:23]=[CH:22][C:21]([S:24]([C:27]2[C:28]([CH2:35][CH2:36][C:37]([OH:39])=[O:38])=[C:29]([CH:33]=O)[NH:30][C:31]=2[CH3:32])(=[O:26])=[O:25])=[CH:20][CH:19]=1.N1CCCCC1. Product: [Cl:17][C:18]1[CH:19]=[CH:20][C:21]([S:24]([C:27]2[C:28]([CH2:35][CH2:36][C:37]([OH:39])=[O:38])=[C:29](/[CH:33]=[C:10]3\[C:11](=[O:16])[NH:12][C:13]4[C:9]\3=[CH:8][C:7]([C:1]3[CH:2]=[CH:3][CH:4]=[CH:5][CH:6]=3)=[CH:15][CH:14]=4)[NH:30][C:31]=2[CH3:32])(=[O:25])=[O:26])=[CH:22][CH:23]=1. The catalyst class is: 8.